Regression. Given a peptide amino acid sequence and an MHC pseudo amino acid sequence, predict their binding affinity value. This is MHC class I binding data. From a dataset of Peptide-MHC class I binding affinity with 185,985 pairs from IEDB/IMGT. (1) The peptide sequence is YRYGFVANF. The MHC is HLA-A02:06 with pseudo-sequence HLA-A02:06. The binding affinity (normalized) is 0.0847. (2) The peptide sequence is MPSVVETLEQ. The MHC is HLA-B35:01 with pseudo-sequence HLA-B35:01. The binding affinity (normalized) is 0.194. (3) The peptide sequence is AEMWAQDAAMY. The MHC is HLA-B15:03 with pseudo-sequence HLA-B15:03. The binding affinity (normalized) is 0.771. (4) The peptide sequence is MTTEDMLKV. The MHC is HLA-A01:01 with pseudo-sequence HLA-A01:01. The binding affinity (normalized) is 0.125. (5) The peptide sequence is DEGFHAATV. The MHC is HLA-A24:03 with pseudo-sequence HLA-A24:03. The binding affinity (normalized) is 0.0847.